This data is from Peptide-MHC class I binding affinity with 185,985 pairs from IEDB/IMGT. The task is: Regression. Given a peptide amino acid sequence and an MHC pseudo amino acid sequence, predict their binding affinity value. This is MHC class I binding data. (1) The peptide sequence is TTFSLHYAW. The MHC is HLA-A32:01 with pseudo-sequence HLA-A32:01. The binding affinity (normalized) is 0.974. (2) The MHC is H-2-Kb with pseudo-sequence H-2-Kb. The binding affinity (normalized) is 0.635. The peptide sequence is IALTNHPSL. (3) The peptide sequence is SMGKEAPQF. The MHC is Mamu-A11 with pseudo-sequence Mamu-A11. The binding affinity (normalized) is 0.